Regression. Given a peptide amino acid sequence and an MHC pseudo amino acid sequence, predict their binding affinity value. This is MHC class II binding data. From a dataset of Peptide-MHC class II binding affinity with 134,281 pairs from IEDB. (1) The peptide sequence is EQGAYEAVVPIKSVM. The MHC is H-2-IAb with pseudo-sequence H-2-IAb. The binding affinity (normalized) is 0.813. (2) The peptide sequence is GEFQIVDKIDAAFKI. The binding affinity (normalized) is 0.498. The MHC is DRB1_0802 with pseudo-sequence DRB1_0802. (3) The peptide sequence is IQLKCSDSMPCKDIK. The MHC is DRB1_1201 with pseudo-sequence DRB1_1201. The binding affinity (normalized) is 0.313.